Dataset: Peptide-MHC class II binding affinity with 134,281 pairs from IEDB. Task: Regression. Given a peptide amino acid sequence and an MHC pseudo amino acid sequence, predict their binding affinity value. This is MHC class II binding data. (1) The peptide sequence is VPLYNRFSYIPNGAL. The MHC is DRB3_0101 with pseudo-sequence DRB3_0101. The binding affinity (normalized) is 0.436. (2) The peptide sequence is NPPFGDSYIIVGRGD. The MHC is DRB1_0801 with pseudo-sequence DRB1_0801. The binding affinity (normalized) is 0.360. (3) The peptide sequence is GRKRPIVRILRRVHH. The MHC is DRB1_1201 with pseudo-sequence DRB1_1201. The binding affinity (normalized) is 0.786. (4) The peptide sequence is EVVAATPTSLLISWG. The MHC is HLA-DQA10102-DQB10602 with pseudo-sequence HLA-DQA10102-DQB10602. The binding affinity (normalized) is 0.0646. (5) The peptide sequence is LVLDFCDDALIEGIT. The MHC is HLA-DQA10401-DQB10402 with pseudo-sequence HLA-DQA10401-DQB10402. The binding affinity (normalized) is 0.432. (6) The peptide sequence is TPTSLLISWGHYPLH. The MHC is DRB3_0101 with pseudo-sequence DRB3_0101. The binding affinity (normalized) is 0.125.